This data is from NCI-60 drug combinations with 297,098 pairs across 59 cell lines. The task is: Regression. Given two drug SMILES strings and cell line genomic features, predict the synergy score measuring deviation from expected non-interaction effect. (1) Drug 1: CC12CCC3C(C1CCC2O)C(CC4=C3C=CC(=C4)O)CCCCCCCCCS(=O)CCCC(C(F)(F)F)(F)F. Cell line: ACHN. Synergy scores: CSS=41.6, Synergy_ZIP=4.88, Synergy_Bliss=6.30, Synergy_Loewe=-57.0, Synergy_HSA=-2.97. Drug 2: CCC1(C2=C(COC1=O)C(=O)N3CC4=CC5=C(C=CC(=C5CN(C)C)O)N=C4C3=C2)O.Cl. (2) Drug 1: CCC1=CC2CC(C3=C(CN(C2)C1)C4=CC=CC=C4N3)(C5=C(C=C6C(=C5)C78CCN9C7C(C=CC9)(C(C(C8N6C)(C(=O)OC)O)OC(=O)C)CC)OC)C(=O)OC.C(C(C(=O)O)O)(C(=O)O)O. Drug 2: CC(CN1CC(=O)NC(=O)C1)N2CC(=O)NC(=O)C2. Cell line: SR. Synergy scores: CSS=90.5, Synergy_ZIP=4.25, Synergy_Bliss=4.07, Synergy_Loewe=4.25, Synergy_HSA=7.08. (3) Drug 1: C1CN1P(=S)(N2CC2)N3CC3. Drug 2: CS(=O)(=O)CCNCC1=CC=C(O1)C2=CC3=C(C=C2)N=CN=C3NC4=CC(=C(C=C4)OCC5=CC(=CC=C5)F)Cl. Cell line: DU-145. Synergy scores: CSS=39.1, Synergy_ZIP=-1.19, Synergy_Bliss=-1.21, Synergy_Loewe=-4.18, Synergy_HSA=-1.92.